Binary Classification. Given a drug SMILES string, predict its activity (active/inactive) in a high-throughput screening assay against a specified biological target. From a dataset of HIV replication inhibition screening data with 41,000+ compounds from the AIDS Antiviral Screen. (1) The compound is CCCCc1ccc(-n2sc3ncc(C)cc3c2=O)cc1. The result is 1 (active). (2) The drug is NC(=O)C(NN=C(C(=O)c1ccccc1)c1ccccc1)c1ccccc1. The result is 0 (inactive). (3) The compound is COc1ccc(OC)c(C(O)C(C)NC(C)(C)C)c1. The result is 0 (inactive). (4) The molecule is Cc1cc(O)c2c(oc3cc(O)c4c(c32)COC4=O)c1C(=O)O. The result is 0 (inactive). (5) The molecule is O=C1Sc2ccc(Cl)cc2C(=O)N2CSCC12. The result is 0 (inactive).